This data is from Forward reaction prediction with 1.9M reactions from USPTO patents (1976-2016). The task is: Predict the product of the given reaction. (1) Given the reactants C(=O)([O-])[O-].[Cs+].[Cs+].[CH2:7](Br)[C:8]1[CH:13]=[CH:12][CH:11]=[CH:10][CH:9]=1.[F:15][C:16]1[C:21](=[O:22])[N:20]2[CH2:23][CH2:24][C@@H:25]([C:27]([F:30])([F:29])[F:28])[NH:26][C:19]2=[N:18][C:17]=1[N:31]1[CH2:36][CH2:35][O:34][CH2:33][CH2:32]1, predict the reaction product. The product is: [CH2:7]([N:26]1[C:19]2=[N:18][C:17]([N:31]3[CH2:36][CH2:35][O:34][CH2:33][CH2:32]3)=[C:16]([F:15])[C:21](=[O:22])[N:20]2[CH2:23][CH2:24][C@H:25]1[C:27]([F:28])([F:30])[F:29])[C:8]1[CH:13]=[CH:12][CH:11]=[CH:10][CH:9]=1. (2) Given the reactants Cl[C:2]1[C:3]2[N:4]([C:8]([C@@H:17]3[CH2:20][C@H:19]([N:21]([CH3:23])[CH3:22])[CH2:18]3)=[N:9][C:10]=2[C:11]2[CH:16]=[CH:15][CH:14]=[CH:13][CH:12]=2)[CH:5]=[CH:6][N:7]=1.[CH2:24]([O:31]C1C=C(C2N=C(C3CC(=O)C3)N3C=CN=C(Cl)C=23)C=CC=1)[C:25]1[CH:30]=[CH:29][CH:28]=[CH:27][CH:26]=1.C[NH:54]C.C(O[BH-](OC(=O)C)OC(=O)C)(=O)C, predict the reaction product. The product is: [CH2:24]([O:31][C:13]1[CH:12]=[C:11]([C:10]2[N:9]=[C:8]([C@H:17]3[CH2:20][C@@H:19]([N:21]([CH3:23])[CH3:22])[CH2:18]3)[N:4]3[CH:5]=[CH:6][N:7]=[C:2]([NH2:54])[C:3]=23)[CH:16]=[CH:15][CH:14]=1)[C:25]1[CH:30]=[CH:29][CH:28]=[CH:27][CH:26]=1. (3) Given the reactants Cl.[NH2:2][CH2:3][C:4]1[N:13]=[C:12]([NH:14][CH:15]2[CH2:19][CH2:18][CH2:17][CH2:16]2)[C:11]2[C:6](=[CH:7][CH:8]=[CH:9][CH:10]=2)[N:5]=1.Cl[C:21]1[NH:22][C:23]2[CH:29]=[CH:28][CH:27]=[CH:26][C:24]=2[N:25]=1.C(N(C(C)C)CC)(C)C, predict the reaction product. The product is: [NH:22]1[C:23]2[CH:29]=[CH:28][CH:27]=[CH:26][C:24]=2[N:25]=[C:21]1[NH:2][CH2:3][C:4]1[N:13]=[C:12]([NH:14][CH:15]2[CH2:16][CH2:17][CH2:18][CH2:19]2)[C:11]2[C:6](=[CH:7][CH:8]=[CH:9][CH:10]=2)[N:5]=1. (4) Given the reactants Br[C:2]1[CH:7]=[CH:6][C:5]([S:8]([N:11]2[CH:15]=[CH:14][C:13](/[CH:16]=[CH:17]/[C:18]([NH:20][O:21][CH:22]3[CH2:27][CH2:26][CH2:25][CH2:24][O:23]3)=[O:19])=[CH:12]2)(=[O:10])=[O:9])=[CH:4][CH:3]=1.[CH3:28][N:29]1[CH:33]=[C:32](B2OC(C)(C)C(C)(C)O2)[CH:31]=[N:30]1.C([O-])([O-])=O.[Na+].[Na+], predict the reaction product. The product is: [CH3:28][N:29]1[CH:33]=[C:32]([C:2]2[CH:7]=[CH:6][C:5]([S:8]([N:11]3[CH:15]=[CH:14][C:13](/[CH:16]=[CH:17]/[C:18]([NH:20][O:21][CH:22]4[CH2:27][CH2:26][CH2:25][CH2:24][O:23]4)=[O:19])=[CH:12]3)(=[O:10])=[O:9])=[CH:4][CH:3]=2)[CH:31]=[N:30]1. (5) Given the reactants I[C:2]1[CH:3]=[C:4]([P:8](=[O:15])([O:12][CH2:13][CH3:14])[O:9][CH2:10][CH3:11])[CH:5]=[CH:6][CH:7]=1.[OH:16][CH2:17][C:18]1[CH:23]=[CH:22][C:21](B(O)O)=[CH:20][CH:19]=1.C1(P(C2C=CC=CC=2)C2C=CC=CC=2)C=CC=CC=1, predict the reaction product. The product is: [CH2:10]([O:9][P:8]([C:4]1[CH:3]=[C:2]([C:21]2[CH:22]=[CH:23][C:18]([CH2:17][OH:16])=[CH:19][CH:20]=2)[CH:7]=[CH:6][CH:5]=1)(=[O:15])[O:12][CH2:13][CH3:14])[CH3:11].